Dataset: Reaction yield outcomes from USPTO patents with 853,638 reactions. Task: Predict the reaction yield, written as a fraction of the theoretical maximum amount of product (1.0 means a 100% yield; for example, 0.34 means a 34% yield). (1) The reactants are [C:1]([C:5]1[CH:9]=[C:8]([CH2:10][NH2:11])[N:7]([C:12]2[CH:17]=[CH:16][CH:15]=[C:14]([Cl:18])[CH:13]=2)[N:6]=1)([CH3:4])([CH3:3])[CH3:2].[OH:19][CH2:20][C:21]([C:25]1[CH:30]=[CH:29][C:28]([NH:31][C:32](=O)[O:33]C2C=CC=CC=2)=[CH:27][CH:26]=1)([OH:24])[CH2:22][OH:23]. The catalyst is CC#N. The product is [C:1]([C:5]1[CH:9]=[C:8]([CH2:10][NH:11][C:32]([NH:31][C:28]2[CH:27]=[CH:26][C:25]([C:21]([OH:24])([CH2:20][OH:19])[CH2:22][OH:23])=[CH:30][CH:29]=2)=[O:33])[N:7]([C:12]2[CH:17]=[CH:16][CH:15]=[C:14]([Cl:18])[CH:13]=2)[N:6]=1)([CH3:4])([CH3:2])[CH3:3]. The yield is 0.670. (2) The reactants are [NH2:1][C:2]1[O:6][N:5]=[C:4]([CH3:7])[CH:3]=1.[C:8](Cl)(=[O:16])[O:9][C:10]1[CH:15]=[CH:14][CH:13]=[CH:12][CH:11]=1.O. The catalyst is O1CCCC1.N1C=CC=CC=1. The product is [CH3:7][C:4]1[CH:3]=[C:2]([NH:1][C:8](=[O:16])[O:9][C:10]2[CH:15]=[CH:14][CH:13]=[CH:12][CH:11]=2)[O:6][N:5]=1. The yield is 0.200. (3) The catalyst is CO.C(Cl)Cl. The reactants are C(O[C@@H](C1C=CC=CC=1)C([O:8][C@H:9]([C:20]1[CH:25]=[CH:24][C:23]([O:26][CH:27]([F:29])[F:28])=[C:22]([O:30][CH3:31])[CH:21]=1)[CH2:10][C:11]1[C:16]([Cl:17])=[CH:15][N+:14]([O-:18])=[CH:13][C:12]=1[Cl:19])=O)(=O)C.C([O-])(O)=O.[Na+]. The yield is 0.970. The product is [Cl:19][C:12]1[CH:13]=[N+:14]([O-:18])[CH:15]=[C:16]([Cl:17])[C:11]=1[CH2:10][C@@H:9]([C:20]1[CH:25]=[CH:24][C:23]([O:26][CH:27]([F:29])[F:28])=[C:22]([O:30][CH3:31])[CH:21]=1)[OH:8]. (4) The reactants are [C:1]([C:4]1[CH:9]=[CH:8][C:7]([C:10]2[CH:15]=[CH:14][C:13]([O:16][CH2:17][CH:18]3[CH2:23][CH2:22][N:21](C(OC(C)(C)C)=O)[CH2:20][CH2:19]3)=[CH:12][CH:11]=2)=[CH:6][CH:5]=1)(=[O:3])[CH3:2].[ClH:31]. The catalyst is C(Cl)Cl. The product is [ClH:31].[NH:21]1[CH2:22][CH2:23][CH:18]([CH2:17][O:16][C:13]2[CH:14]=[CH:15][C:10]([C:7]3[CH:6]=[CH:5][C:4]([C:1](=[O:3])[CH3:2])=[CH:9][CH:8]=3)=[CH:11][CH:12]=2)[CH2:19][CH2:20]1. The yield is 0.970. (5) The reactants are [F:1][C:2]1[CH:7]=[CH:6][C:5]([NH:8][C:9]([C:11]2([C:14]([NH:16][C:17]3[CH:22]=[CH:21][C:20]([O:23][C:24]4[C:33]5[C:28](=[CH:29][C:30]([OH:36])=[C:31]([O:34][CH3:35])[CH:32]=5)[N:27]=[CH:26][N:25]=4)=[C:19]([F:37])[CH:18]=3)=[O:15])[CH2:13][CH2:12]2)=[O:10])=[CH:4][CH:3]=1.O[CH2:39][CH2:40][CH2:41][N:42]1[CH2:47][CH2:46][O:45][CH2:44][CH2:43]1.C1(P(C2C=CC=CC=2)C2C=CC=CC=2)C=CC=CC=1.N(C(OC(C)C)=O)=NC(OC(C)C)=O. The catalyst is ClCCl. The product is [F:37][C:19]1[CH:18]=[C:17]([NH:16][C:14]([C:11]2([C:9]([NH:8][C:5]3[CH:4]=[CH:3][C:2]([F:1])=[CH:7][CH:6]=3)=[O:10])[CH2:13][CH2:12]2)=[O:15])[CH:22]=[CH:21][C:20]=1[O:23][C:24]1[C:33]2[C:28](=[CH:29][C:30]([O:36][CH2:39][CH2:40][CH2:41][N:42]3[CH2:47][CH2:46][O:45][CH2:44][CH2:43]3)=[C:31]([O:34][CH3:35])[CH:32]=2)[N:27]=[CH:26][N:25]=1. The yield is 0.470. (6) The reactants are Cl[C:2]1[CH:7]=[C:6]([O:8][C:9]2[C:10]([CH3:18])=[N:11][C:12]([N+:15]([O-:17])=[O:16])=[CH:13][CH:14]=2)[CH:5]=[CH:4][N:3]=1.[C:19](=[O:26])([O:21][C:22]([CH3:25])([CH3:24])[CH3:23])[NH2:20].C([O-])([O-])=O.[Cs+].[Cs+]. The product is [CH3:18][C:10]1[C:9]([O:8][C:6]2[CH:5]=[CH:4][N:3]=[C:2]([NH:20][C:19](=[O:26])[O:21][C:22]([CH3:25])([CH3:24])[CH3:23])[CH:7]=2)=[CH:14][CH:13]=[C:12]([N+:15]([O-:17])=[O:16])[N:11]=1. The catalyst is O1CCOCC1.C1C=CC(P(C2C=CC=CC=2)[C-]2C=CC=C2)=CC=1.C1C=CC(P(C2C=CC=CC=2)[C-]2C=CC=C2)=CC=1.[Fe+2].C1C=CC(/C=C/C(/C=C/C2C=CC=CC=2)=O)=CC=1.C1C=CC(/C=C/C(/C=C/C2C=CC=CC=2)=O)=CC=1.C1C=CC(/C=C/C(/C=C/C2C=CC=CC=2)=O)=CC=1.[Pd].[Pd]. The yield is 0.290.